Dataset: Reaction yield outcomes from USPTO patents with 853,638 reactions. Task: Predict the reaction yield, written as a fraction of the theoretical maximum amount of product (1.0 means a 100% yield; for example, 0.34 means a 34% yield). (1) The reactants are [CH3:1][Mg]Br.N[C:5]1[CH:6]=[CH:7][C:8]([C:11]#N)=[N:9][CH:10]=1.[Cl-].[NH4+:14].S(=O)(=O)(O)O.[OH-:20].[Na+]. The catalyst is O1CCCC1.O.C(OCC)(=O)C. The product is [C:8]([C:7]1[CH:6]=[CH:5][C:10]([NH2:9])=[CH:1][N:14]=1)(=[O:20])[CH3:11]. The yield is 0.660. (2) The yield is 0.980. The catalyst is C(Cl)Cl.C(O)(C(F)(F)F)=O. The reactants are [C:1]([C:4]1[C:5]([NH:25][C:26]2[CH:31]=[CH:30][CH:29]=[CH:28][C:27]=2[NH:32]C(=O)OC(C)(C)C)=[N:6][C:7]([NH:10][C:11]2[CH:16]=[CH:15][C:14]([N:17]3[CH2:22][CH2:21][O:20][CH2:19][CH2:18]3)=[CH:13][C:12]=2[O:23][CH3:24])=[N:8][CH:9]=1)(=[O:3])[CH3:2].CO. The product is [NH2:32][C:27]1[CH:28]=[CH:29][CH:30]=[CH:31][C:26]=1[NH:25][C:5]1[C:4]([C:1](=[O:3])[CH3:2])=[CH:9][N:8]=[C:7]([NH:10][C:11]2[CH:16]=[CH:15][C:14]([N:17]3[CH2:22][CH2:21][O:20][CH2:19][CH2:18]3)=[CH:13][C:12]=2[O:23][CH3:24])[N:6]=1. (3) The reactants are CO[C:3]1[CH:4]=[C:5]([CH:8]=[CH:9][C:10]=1[N+:11]([O-:13])=[O:12])[C:6]#[N:7].[CH:14]1([CH2:17][CH2:18][NH2:19])[CH2:16][CH2:15]1. The catalyst is C(OCC)(=O)C. The product is [CH:14]1([CH2:17][CH2:18][NH:19][C:3]2[CH:4]=[C:5]([CH:8]=[CH:9][C:10]=2[N+:11]([O-:13])=[O:12])[C:6]#[N:7])[CH2:16][CH2:15]1. The yield is 0.560. (4) The product is [F:10][C:5]1[C:4]([CH3:11])=[C:3]([CH2:2][C:12]#[N:13])[CH:8]=[CH:7][C:6]=1[F:9]. The yield is 0.830. The catalyst is CN(C=O)C. The reactants are Br[CH2:2][C:3]1[CH:8]=[CH:7][C:6]([F:9])=[C:5]([F:10])[C:4]=1[CH3:11].[C-:12]#[N:13].[Na+].O. (5) The reactants are [Br:1][C:2]1[CH:6]=[N:5][N:4]([CH3:7])[C:3]=1[C:8]1[CH:9]=[C:10]([NH2:17])[CH:11]=[CH:12][C:13]=1[O:14][CH2:15][CH3:16].[F:18][C:19]1[CH:24]=[CH:23][C:22]([N:25]=[C:26]=[O:27])=[CH:21][CH:20]=1. The catalyst is C(Cl)Cl. The product is [Br:1][C:2]1[CH:6]=[N:5][N:4]([CH3:7])[C:3]=1[C:8]1[CH:9]=[C:10]([NH:17][C:26]([NH:25][C:22]2[CH:23]=[CH:24][C:19]([F:18])=[CH:20][CH:21]=2)=[O:27])[CH:11]=[CH:12][C:13]=1[O:14][CH2:15][CH3:16]. The yield is 0.590. (6) The reactants are Cl[C:2]1[N:3]=[C:4]([NH:11][C:12]2[CH:16]=[C:15]([CH:17]3[CH2:19][CH2:18]3)[NH:14][N:13]=2)[C:5]2[O:10][CH:9]=[CH:8][C:6]=2[N:7]=1.[CH2:20]([NH2:27])[C:21]1[CH:26]=[CH:25][CH:24]=[CH:23][CH:22]=1.CC(C1C=C(C(C)C)C(C2C=CC=CC=2P(C2CCCCC2)C2CCCCC2)=C(C(C)C)C=1)C. The catalyst is C1C=CC(/C=C/C(/C=C/C2C=CC=CC=2)=O)=CC=1.C1C=CC(/C=C/C(/C=C/C2C=CC=CC=2)=O)=CC=1.C1C=CC(/C=C/C(/C=C/C2C=CC=CC=2)=O)=CC=1.[Pd].[Pd].CC(O)(C)C. The product is [CH2:20]([NH:27][C:2]1[N:3]=[C:4]([NH:11][C:12]2[CH:16]=[C:15]([CH:17]3[CH2:19][CH2:18]3)[NH:14][N:13]=2)[C:5]2[O:10][CH:9]=[CH:8][C:6]=2[N:7]=1)[C:21]1[CH:26]=[CH:25][CH:24]=[CH:23][CH:22]=1. The yield is 0.0500. (7) The reactants are [Cl:1][C:2]1[CH:12]=[CH:11][C:5]([O:6][CH2:7][C:8]([OH:10])=O)=[C:4]([CH3:13])[CH:3]=1.[NH:14]1[C:23]2[C:18](=[CH:19][CH:20]=[CH:21][CH:22]=2)[CH2:17][CH2:16][CH2:15]1. No catalyst specified. The product is [Cl:1][C:2]1[CH:12]=[CH:11][C:5]([O:6][CH2:7][C:8]([N:14]2[C:23]3[C:18](=[CH:19][CH:20]=[CH:21][CH:22]=3)[CH2:17][CH2:16][CH2:15]2)=[O:10])=[C:4]([CH3:13])[CH:3]=1. The yield is 0.460.